From a dataset of Forward reaction prediction with 1.9M reactions from USPTO patents (1976-2016). Predict the product of the given reaction. (1) Given the reactants F[C:2]1[CH:3]=[C:4]([C:11]2[CH:16]=[CH:15][C:14]([C:17]([F:20])([F:19])[F:18])=[CH:13][CH:12]=2)[CH:5]=[CH:6][C:7]=1[N+:8]([O-:10])=[O:9].[CH2:21]([OH:25])[CH2:22][CH2:23][OH:24].[H-].[Na+].Cl, predict the reaction product. The product is: [N+:8]([C:7]1[CH:6]=[CH:5][C:4]([C:11]2[CH:16]=[CH:15][C:14]([C:17]([F:20])([F:19])[F:18])=[CH:13][CH:12]=2)=[CH:3][C:2]=1[O:24][CH2:23][CH2:22][CH2:21][OH:25])([O-:10])=[O:9]. (2) Given the reactants [C:1]([O:4][CH2:5][CH2:6][C:7]1[CH:12]=[C:11]([CH3:13])[CH:10]=[C:9]([Cl:14])[CH:8]=1)(=[O:3])[CH3:2].[Br:15]N1C(=O)CCC1=O, predict the reaction product. The product is: [C:1]([O:4][CH2:5][CH2:6][C:7]1[CH:8]=[C:9]([Cl:14])[CH:10]=[C:11]([CH2:13][Br:15])[CH:12]=1)(=[O:3])[CH3:2]. (3) Given the reactants [C:1]([C:3]1[C:12]2[C:7](=[CH:8][CH:9]=[C:10]([O:13][C:14]3[CH:19]=[CH:18][CH:17]=[CH:16][CH:15]=3)[CH:11]=2)[C:6]([OH:20])=[C:5]([C:21](OC)=[O:22])[N:4]=1)#[N:2].[NH2:25][CH2:26][C@H:27]([CH2:31][C:32]1[CH:37]=[CH:36][CH:35]=[CH:34][CH:33]=1)[C:28]([OH:30])=[O:29].C[O-].[Na+], predict the reaction product. The product is: [CH2:31]([C@@H:27]([CH2:26][NH:25][C:21]([C:5]1[N:4]=[C:3]([C:1]#[N:2])[C:12]2[C:7]([C:6]=1[OH:20])=[CH:8][CH:9]=[C:10]([O:13][C:14]1[CH:15]=[CH:16][CH:17]=[CH:18][CH:19]=1)[CH:11]=2)=[O:22])[C:28]([OH:30])=[O:29])[C:32]1[CH:37]=[CH:36][CH:35]=[CH:34][CH:33]=1. (4) Given the reactants [H-].C([Al+]CC(C)C)C(C)C.[Cl:11][C:12]1[CH:13]=[C:14]([CH:17]=[CH:18][C:19]=1[C:20]([F:23])([F:22])[F:21])[C:15]#N.C1C[O:27]CC1, predict the reaction product. The product is: [Cl:11][C:12]1[CH:13]=[C:14]([CH:17]=[CH:18][C:19]=1[C:20]([F:23])([F:22])[F:21])[CH:15]=[O:27]. (5) Given the reactants [Cl:1][C:2]1[CH:10]=[C:9]([O:11][CH:12]([CH3:14])[CH3:13])[C:8]([N+:15]([O-:17])=[O:16])=[CH:7][C:3]=1[C:4]([OH:6])=O.S(Cl)(Cl)=O.[C:22]([O:26][C:27]([N:29]1[CH2:34][CH2:33][CH:32]([NH2:35])[CH2:31][CH2:30]1)=[O:28])([CH3:25])([CH3:24])[CH3:23].C(N(CC)CC)C.ClC1C=C(OC(C)C)C([N+]([O-])=O)=CC=1C(Cl)=O, predict the reaction product. The product is: [C:22]([O:26][C:27]([N:29]1[CH2:34][CH2:33][CH:32]([NH:35][C:4](=[O:6])[C:3]2[CH:7]=[C:8]([N+:15]([O-:17])=[O:16])[C:9]([O:11][CH:12]([CH3:14])[CH3:13])=[CH:10][C:2]=2[Cl:1])[CH2:31][CH2:30]1)=[O:28])([CH3:25])([CH3:23])[CH3:24]. (6) Given the reactants [CH:1]1([O:6][C:7](=[O:33])[C@@H:8]([N:15]([C:26]([O:28][C:29]([CH3:32])([CH3:31])[CH3:30])=[O:27])[CH2:16][C:17]2[CH:22]=[CH:21][C:20]([N+:23]([O-])=O)=[CH:19][CH:18]=2)[C:9]2[CH:14]=[CH:13][CH:12]=[CH:11][CH:10]=2)[CH2:5][CH2:4][CH2:3][CH2:2]1, predict the reaction product. The product is: [CH:1]1([O:6][C:7](=[O:33])[C@@H:8]([N:15]([CH2:16][C:17]2[CH:22]=[CH:21][C:20]([NH2:23])=[CH:19][CH:18]=2)[C:26]([O:28][C:29]([CH3:32])([CH3:31])[CH3:30])=[O:27])[C:9]2[CH:14]=[CH:13][CH:12]=[CH:11][CH:10]=2)[CH2:2][CH2:3][CH2:4][CH2:5]1. (7) Given the reactants [N+:1]([C:4]1[CH:12]=[C:11]2[C:7]([CH2:8][CH2:9][NH:10]2)=[CH:6][CH:5]=1)([O-:3])=[O:2].[CH3:13][N:14]1[CH2:19][CH2:18][C:17](=O)[CH2:16][CH2:15]1.[BH-](OC(C)=O)(OC(C)=O)OC(C)=O.[Na+].C([O-])(O)=O.[Na+], predict the reaction product. The product is: [CH3:13][N:14]1[CH2:19][CH2:18][CH:17]([N:10]2[C:11]3[C:7](=[CH:6][CH:5]=[C:4]([N+:1]([O-:3])=[O:2])[CH:12]=3)[CH2:8][CH2:9]2)[CH2:16][CH2:15]1. (8) Given the reactants [NH2:1][C:2]1[N:7]=[C:6]([N:8]2[CH2:20][CH2:19][C:11]3([CH2:15][NH:14][C@H:13]([C:16]([OH:18])=[O:17])[CH2:12]3)[CH2:10][CH2:9]2)[CH:5]=[C:4]([O:21][C@H:22]([C:27]2[CH:32]=[CH:31][C:30](Cl)=[CH:29][C:28]=2[N:34]2[CH:38]=[CH:37][C:36]([CH3:39])=[N:35]2)[C:23]([F:26])([F:25])[F:24])[N:3]=1.FC(F)(F)[C@H](C1C(N2C=CC(C)=N2)=[N:46]C(C)=CC=1)O, predict the reaction product. The product is: [NH2:1][C:2]1[N:7]=[C:6]([N:8]2[CH2:9][CH2:10][C:11]3([CH2:15][NH:14][C@H:13]([C:16]([OH:18])=[O:17])[CH2:12]3)[CH2:19][CH2:20]2)[CH:5]=[C:4]([O:21][C@H:22]([C:27]2[C:28]([N:34]3[CH:38]=[CH:37][C:36]([CH3:39])=[N:35]3)=[N:46][C:30]([CH3:29])=[CH:31][CH:32]=2)[C:23]([F:26])([F:25])[F:24])[N:3]=1. (9) The product is: [CH:17]1([O:1][N:2]2[C:7]([CH3:8])([CH3:9])[CH2:6][C:5](=[O:10])[CH2:4][C:3]2([CH3:12])[CH3:11])[CH2:22][CH2:21][CH2:20][CH2:19][CH2:18]1. Given the reactants [OH:1][N:2]1[C:7]([CH3:9])([CH3:8])[CH2:6][C:5](=[O:10])[CH2:4][C:3]1([CH3:12])[CH3:11].C(O)(=O)C.[CH2:17]1[CH2:22][CH2:21][CH2:20][CH2:19][CH2:18]1.OO, predict the reaction product. (10) The product is: [CH:1]([OH:3])=[O:2].[NH2:8][CH2:9][CH2:10][CH2:11][C@H:12]([NH:23][S:24]([C:27]1[C:36]2[C:31](=[CH:32][CH:33]=[CH:34][CH:35]=2)[C:30]([CH3:37])=[CH:29][CH:28]=1)(=[O:26])=[O:25])[CH2:13][O:14][CH:15]([C:17]1[CH:18]=[CH:19][CH:20]=[CH:21][CH:22]=1)[CH3:16]. Given the reactants [C:1]([NH:8][CH2:9][CH2:10][CH2:11][C@H:12]([NH:23][S:24]([C:27]1[C:36]2[C:31](=[CH:32][CH:33]=[CH:34][CH:35]=2)[C:30]([CH3:37])=[CH:29][CH:28]=1)(=[O:26])=[O:25])[CH2:13][O:14][CH:15]([C:17]1[CH:22]=[CH:21][CH:20]=[CH:19][CH:18]=1)[CH3:16])([O:3]C(C)(C)C)=[O:2].CCO, predict the reaction product.